This data is from Reaction yield outcomes from USPTO patents with 853,638 reactions. The task is: Predict the reaction yield, written as a fraction of the theoretical maximum amount of product (1.0 means a 100% yield; for example, 0.34 means a 34% yield). (1) The catalyst is CO. The reactants are [CH3:1][N:2]([CH2:4][C:5]1[CH:10]=[CH:9][C:8]([CH:11]2[CH:20]([C:21]3[CH:26]=[CH:25][CH:24]=[CH:23][CH:22]=3)[C:19](=O)[C:18]3[C:17]([C:28](OCC)=[O:29])=[CH:16][C:15]([F:33])=[CH:14][C:13]=3[NH:12]2)=[CH:7][CH:6]=1)[CH3:3].O.[NH2:35][NH2:36]. The product is [CH3:1][N:2]([CH2:4][C:5]1[CH:10]=[CH:9][C:8]([CH:11]2[NH:12][C:13]3[C:18]4[C:19](=[N:35][NH:36][C:28](=[O:29])[C:17]=4[CH:16]=[C:15]([F:33])[CH:14]=3)[CH:20]2[C:21]2[CH:22]=[CH:23][CH:24]=[CH:25][CH:26]=2)=[CH:7][CH:6]=1)[CH3:3]. The yield is 0.300. (2) The reactants are C(O[C:6]([C:8]1[N:9]=[C:10]([C:26]#[N:27])[C:11]2[C:16]([C:17]=1[OH:18])=[CH:15][CH:14]=[C:13]([O:19][CH:20]1[CH2:25][CH2:24][CH2:23][CH2:22][CH2:21]1)[CH:12]=2)=[O:7])CCC.[C:28]([O:32][C:33](=[O:39])[C:34]([CH3:38])([CH3:37])[CH2:35][NH2:36])([CH3:31])([CH3:30])[CH3:29].C(O)(=O)C. The catalyst is C(O)C. The product is [C:28]([O:32][C:33](=[O:39])[C:34]([CH3:38])([CH3:37])[CH2:35][NH:36][C:6]([C:8]1[N:9]=[C:10]([C:26]#[N:27])[C:11]2[C:16]([C:17]=1[OH:18])=[CH:15][CH:14]=[C:13]([O:19][CH:20]1[CH2:25][CH2:24][CH2:23][CH2:22][CH2:21]1)[CH:12]=2)=[O:7])([CH3:31])([CH3:29])[CH3:30]. The yield is 0.980. (3) The reactants are Br[C:2]1[CH:7]=[CH:6][C:5]([OH:8])=[C:4]([Cl:9])[C:3]=1[Cl:10].[Li]CCCC.C(O[B:20]1[O:24][C:23]([CH3:26])([CH3:25])[C:22]([CH3:28])([CH3:27])[O:21]1)(C)C.Cl. The catalyst is C1COCC1. The product is [Cl:9][C:4]1[C:3]([Cl:10])=[C:2]([B:20]2[O:24][C:23]([CH3:26])([CH3:25])[C:22]([CH3:28])([CH3:27])[O:21]2)[CH:7]=[CH:6][C:5]=1[OH:8]. The yield is 0.340. (4) The reactants are [Cl:1][C:2]1[CH:19]=[CH:18][CH:17]=[C:16]([Cl:20])[C:3]=1[CH2:4][NH:5][C:6]1[C:11]([N+:12]([O-:14])=[O:13])=[CH:10][CH:9]=[C:8](Cl)[N:7]=1.[C:21]([O:25][C:26]([N:28]1[CH2:32][CH2:31][C@@H:30]([CH2:33][NH2:34])[CH2:29]1)=[O:27])([CH3:24])([CH3:23])[CH3:22].C(=O)([O-])[O-].[K+].[K+]. The catalyst is CC#N. The product is [Cl:1][C:2]1[CH:19]=[CH:18][CH:17]=[C:16]([Cl:20])[C:3]=1[CH2:4][NH:5][C:6]1[N:7]=[C:8]([NH:34][CH2:33][C@@H:30]2[CH2:31][CH2:32][N:28]([C:26]([O:25][C:21]([CH3:24])([CH3:23])[CH3:22])=[O:27])[CH2:29]2)[CH:9]=[CH:10][C:11]=1[N+:12]([O-:14])=[O:13]. The yield is 0.270. (5) The reactants are [CH2:1]=O.[CH2:3]([NH:10][CH:11]([Si:13]([CH3:16])([CH3:15])[CH3:14])[CH3:12])[C:4]1[CH:9]=[CH:8][CH:7]=[CH:6][CH:5]=1.[C:17]([O-:20])([O-])=O.[K+].[K+]. The catalyst is CO. The product is [CH2:3]([N:10]([CH2:1][O:20][CH3:17])[CH:11]([Si:13]([CH3:15])([CH3:14])[CH3:16])[CH3:12])[C:4]1[CH:9]=[CH:8][CH:7]=[CH:6][CH:5]=1. The yield is 0.990. (6) The reactants are S(=O)(=O)(O)O.[NH2:6][C:7]1[N:12]=[C:11]([Cl:13])[C:10]([NH:14]C=O)=[C:9]([NH:17][CH2:18][C:19]2[CH:24]=[CH:23][C:22]([N+:25]([O-:27])=[O:26])=[C:21]([CH3:28])[CH:20]=2)[N:8]=1.COC=O.[N:33]([O-])=O.[Na+]. The catalyst is O.CO. The product is [Cl:13][C:11]1[C:10]2[N:14]=[N:33][N:17]([CH2:18][C:19]3[CH:24]=[CH:23][C:22]([N+:25]([O-:27])=[O:26])=[C:21]([CH3:28])[CH:20]=3)[C:9]=2[N:8]=[C:7]([NH2:6])[N:12]=1. The yield is 0.980. (7) The reactants are [OH:1][C:2]1[CH:10]=[CH:9][C:5]([C:6](O)=[O:7])=[CH:4][CH:3]=1.[OH-].[Na+]. The catalyst is O. The product is [CH:4]1[C:5]([CH2:6][OH:7])=[CH:9][CH:10]=[C:2]([OH:1])[CH:3]=1. The yield is 0.923.